From a dataset of Reaction yield outcomes from USPTO patents with 853,638 reactions. Predict the reaction yield, written as a fraction of the theoretical maximum amount of product (1.0 means a 100% yield; for example, 0.34 means a 34% yield). (1) The reactants are [Cl:1][C:2]1[CH:7]=[C:6]([N+:8]([O-])=O)[CH:5]=[CH:4][C:3]=1[S:11]([C:14]1[CH:19]=[CH:18][CH:17]=[CH:16][CH:15]=1)(=[O:13])=[O:12].[Cl-].[NH4+].CO. The catalyst is [Fe].O. The product is [Cl:1][C:2]1[CH:7]=[C:6]([CH:5]=[CH:4][C:3]=1[S:11]([C:14]1[CH:19]=[CH:18][CH:17]=[CH:16][CH:15]=1)(=[O:12])=[O:13])[NH2:8]. The yield is 0.990. (2) The reactants are C([S:4][CH:5]1[CH2:8][N:7]([C:9]2[S:10][CH:11]=[C:12]([CH2:14][NH:15][C:16]([C:18]3[S:19][CH:20]=[CH:21][CH:22]=3)=[O:17])[N:13]=2)[CH2:6]1)(=O)C.C(O)(=O)C.NN.C1(P(O[C:44]2[C@H:45]([CH3:68])[C@H:46]3[C@@H:63]([C@H:64]([OH:66])[CH3:65])[C:62](=[O:67])[N:47]3[C:48]=2[C:49]([O:51][CH2:52][C:53]2[CH:58]=[CH:57][C:56]([N+:59]([O-:61])=[O:60])=[CH:55][CH:54]=2)=[O:50])(C2C=CC=CC=2)=O)C=CC=CC=1.C(N(C(C)C)CC)(C)C.C(=O)([O-])O.[Na+]. The catalyst is CN(C)C=O.C(#N)C.C(OCC)(=O)C. The product is [S:19]1[CH:20]=[CH:21][CH:22]=[C:18]1[C:16]([NH:15][CH2:14][C:12]1[N:13]=[C:9]([N:7]2[CH2:6][CH:5]([S:4][C:44]3[C@H:45]([CH3:68])[C@@H:46]4[C@@H:63]([C@H:64]([OH:66])[CH3:65])[C:62](=[O:67])[N:47]4[C:48]=3[C:49]([O:51][CH2:52][C:53]3[CH:58]=[CH:57][C:56]([N+:59]([O-:61])=[O:60])=[CH:55][CH:54]=3)=[O:50])[CH2:8]2)[S:10][CH:11]=1)=[O:17]. The yield is 1.00. (3) The reactants are [C:1](Cl)(=[O:5])[CH2:2][CH2:3][CH3:4].[OH:7][CH2:8][CH2:9][N:10]1[CH2:15][CH2:14][NH:13][CH2:12][CH2:11]1. The catalyst is C(Cl)(Cl)Cl. The product is [C:1]([O:7][CH2:8][CH2:9][N:10]1[CH2:15][CH2:14][N:13]([C:1](=[O:5])[CH2:2][CH2:3][CH3:4])[CH2:12][CH2:11]1)(=[O:5])[CH2:2][CH2:3][CH3:4]. The yield is 0.940. (4) The reactants are [NH2:1][CH2:2][C:3]1[CH:8]=[CH:7][CH:6]=[C:5]2[N:9]([C:24]3[C:25]4[C@H:32]([CH3:33])[CH2:31][CH2:30][C:26]=4[N:27]=[CH:28][N:29]=3)[CH2:10][C:11]3([CH2:16][CH2:15][N:14]([C:17]([O:19][C:20]([CH3:23])([CH3:22])[CH3:21])=[O:18])[CH2:13][CH2:12]3)[C:4]=12.Cl[C:35]1[N:40]=[CH:39][CH:38]=[CH:37][N:36]=1.C(N(CC)CC)C. The catalyst is CN(C=O)C.CO. The product is [CH3:33][C@H:32]1[C:25]2[C:24]([N:9]3[C:5]4[C:4](=[C:3]([CH2:2][NH:1][C:35]5[N:40]=[CH:39][CH:38]=[CH:37][N:36]=5)[CH:8]=[CH:7][CH:6]=4)[C:11]4([CH2:16][CH2:15][N:14]([C:17]([O:19][C:20]([CH3:21])([CH3:22])[CH3:23])=[O:18])[CH2:13][CH2:12]4)[CH2:10]3)=[N:29][CH:28]=[N:27][C:26]=2[CH2:30][CH2:31]1. The yield is 0.400.